The task is: Regression/Classification. Given a drug SMILES string, predict its absorption, distribution, metabolism, or excretion properties. Task type varies by dataset: regression for continuous measurements (e.g., permeability, clearance, half-life) or binary classification for categorical outcomes (e.g., BBB penetration, CYP inhibition). Dataset: hlm.. This data is from Human liver microsome stability data. (1) The compound is N=c1c(C(=O)NCCc2ccccc2)cc2c(=O)n3ccccc3nc2n1Cc1ccccc1. The result is 1 (stable in human liver microsomes). (2) The compound is COc1ccc(S(=O)(=O)N(CCF)c2cnc(N(CC(=O)O)S(=O)(=O)c3ccc(OC)cc3)c3ccccc23)cc1. The result is 0 (unstable in human liver microsomes). (3) The drug is CNC(=O)[C@H](NC(=O)c1ccc(-c2ccc(CSc3nc(O)c4c(n3)CCC4)c(F)c2)o1)C(C)C. The result is 1 (stable in human liver microsomes). (4) The molecule is CC(C)(C)c1ccc(N(C(=O)CCC(=O)Nc2ccc(-c3ccc(OCC(=O)O)cc3)cc2Cl)C2CC2)c(Cl)c1. The result is 1 (stable in human liver microsomes). (5) The molecule is COc1nc2ccc(Br)cc2cc1[C@@H](c1cccnc1N(C)C)[C@@](O)(CCN(C)C)c1cccc(F)c1. The result is 1 (stable in human liver microsomes).